From a dataset of Catalyst prediction with 721,799 reactions and 888 catalyst types from USPTO. Predict which catalyst facilitates the given reaction. Reactant: [N+:1]([C:4]1[CH:9]=[CH:8][C:7]([CH:10]([C:15]([O:17][CH3:18])=[O:16])[C:11]([O:13][CH3:14])=[O:12])=[CH:6][CH:5]=1)([O-:3])=[O:2].[H-].[Na+].[CH3:21]I.O. Product: [CH3:21][C:10]([C:7]1[CH:8]=[CH:9][C:4]([N+:1]([O-:3])=[O:2])=[CH:5][CH:6]=1)([C:15]([O:17][CH3:18])=[O:16])[C:11]([O:13][CH3:14])=[O:12]. The catalyst class is: 54.